This data is from TCR-epitope binding with 47,182 pairs between 192 epitopes and 23,139 TCRs. The task is: Binary Classification. Given a T-cell receptor sequence (or CDR3 region) and an epitope sequence, predict whether binding occurs between them. (1) The TCR CDR3 sequence is CASSQGTGGKDEQYF. Result: 1 (the TCR binds to the epitope). The epitope is FLNGSCGSV. (2) The epitope is CINGVCWTV. The TCR CDR3 sequence is CASSQDEGFRTEAFF. Result: 0 (the TCR does not bind to the epitope). (3) The epitope is KLWAQCVQL. The TCR CDR3 sequence is CASGLGLAGEETQYF. Result: 1 (the TCR binds to the epitope). (4) The epitope is YFPLQSYGF. The TCR CDR3 sequence is CASSFAGELFF. Result: 1 (the TCR binds to the epitope). (5) Result: 0 (the TCR does not bind to the epitope). The TCR CDR3 sequence is CASRNEQYF. The epitope is LLWNGPMAV. (6) The epitope is VLWAHGFEL. The TCR CDR3 sequence is CASSLGLAGGGEQYF. Result: 1 (the TCR binds to the epitope). (7) The epitope is KLWAQCVQL. The TCR CDR3 sequence is CASSSGQGNEQFF. Result: 1 (the TCR binds to the epitope).